From a dataset of Full USPTO retrosynthesis dataset with 1.9M reactions from patents (1976-2016). Predict the reactants needed to synthesize the given product. (1) Given the product [CH3:33][C:32]1[C:27]([CH3:26])=[CH:28][CH:29]=[CH:30][C:31]=1[C:34]([C:6]1[NH:5][CH:9]=[CH:8][N:7]=1)([OH:35])[CH3:36], predict the reactants needed to synthesize it. The reactants are: C(OC(OCC)[N:5]1[CH:9]=[CH:8][N:7]=[CH:6]1)C.CN(CCN(C)C)C.C([Li])CCC.[CH3:26][C:27]1[C:32]([CH3:33])=[C:31]([C:34]([CH3:36])=[O:35])[CH:30]=[CH:29][CH:28]=1. (2) Given the product [CH3:1][C:2]1[C:6]([C:7]2[C:8]([O:26][CH3:27])=[CH:9][C:10]3[C:11]4[N:18]([CH2:19][CH:20]5[CH2:21][CH2:22][O:23][CH2:24][CH2:25]5)[C:30]([NH:29][CH2:32][CH2:33][N:34]5[CH2:39][CH2:38][O:37][CH2:36][CH2:35]5)=[N:17][C:12]=4[CH:13]=[N:14][C:15]=3[CH:16]=2)=[C:5]([CH3:28])[O:4][N:3]=1, predict the reactants needed to synthesize it. The reactants are: [CH3:1][C:2]1[C:6]([C:7]2[CH:16]=[C:15]3[C:10]([C:11]([NH:18][CH2:19][CH:20]4[CH2:25][CH2:24][O:23][CH2:22][CH2:21]4)=[C:12]([NH2:17])[CH:13]=[N:14]3)=[CH:9][C:8]=2[O:26][CH3:27])=[C:5]([CH3:28])[O:4][N:3]=1.[N:29]([CH2:32][CH2:33][N:34]1[CH2:39][CH2:38][O:37][CH2:36][CH2:35]1)=[C:30]=S. (3) The reactants are: S(O)(O)(=O)=O.[CH3:6][O:7][C:8](=[NH:10])[NH2:9].[CH2:11]([O:18]/[C:19](=[C:24](/O)\[C:25]([O:27][C:28]([CH3:31])([CH3:30])[CH3:29])=[O:26])/[C:20](OC)=[O:21])[C:12]1[CH:17]=[CH:16][CH:15]=[CH:14][CH:13]=1.C[O-].[Na+].Cl. Given the product [CH2:11]([O:18][C:19]1[C:20](=[O:21])[NH:9][C:8]([O:7][CH3:6])=[N:10][C:24]=1[C:25]([O:27][C:28]([CH3:31])([CH3:30])[CH3:29])=[O:26])[C:12]1[CH:17]=[CH:16][CH:15]=[CH:14][CH:13]=1, predict the reactants needed to synthesize it. (4) Given the product [CH3:1][C:2]1[CH:10]=[CH:9][C:8]([N+:11]([O-:13])=[O:12])=[CH:7][C:3]=1[C:4]([O:6][CH3:19])=[O:5], predict the reactants needed to synthesize it. The reactants are: [CH3:1][C:2]1[CH:10]=[CH:9][C:8]([N+:11]([O-:13])=[O:12])=[CH:7][C:3]=1[C:4]([O-:6])=[O:5].OS(O)(=O)=O.[CH3:19]O. (5) Given the product [ClH:39].[CH:1]1([C:4]([NH:6][C:7]2[N:8]=[C:9]3[CH:14]=[CH:13][C:12]([O:15][C:16]4[CH:21]=[CH:20][C:19]([NH:22][C:23]([C:25]5([C:28]([NH:30][C:31]6[CH:32]=[CH:33][CH:34]=[CH:35][CH:36]=6)=[O:29])[CH2:26][CH2:27]5)=[O:24])=[CH:18][C:17]=4[F:37])=[CH:11][N:10]3[CH:38]=2)=[O:5])[CH2:3][CH2:2]1, predict the reactants needed to synthesize it. The reactants are: [CH:1]1([C:4]([NH:6][C:7]2[N:8]=[C:9]3[CH:14]=[CH:13][C:12]([O:15][C:16]4[CH:21]=[CH:20][C:19]([NH:22][C:23]([C:25]5([C:28]([NH:30][C:31]6[CH:36]=[CH:35][CH:34]=[CH:33][CH:32]=6)=[O:29])[CH2:27][CH2:26]5)=[O:24])=[CH:18][C:17]=4[F:37])=[CH:11][N:10]3[CH:38]=2)=[O:5])[CH2:3][CH2:2]1.[ClH:39]. (6) Given the product [NH2:17][C:13]1([CH3:16])[CH2:14][CH2:15][N:11]([S:8]([C:7]2[C:2]([NH2:1])=[N:3][CH:4]=[C:5]([C:47]3[CH:48]=[CH:49][C:43]4[O:42][CH2:41][CH2:40][N:39]([C:32]5[C:31]6[CH2:30][CH2:29][C@H:28]([CH2:26][CH3:27])[CH2:37][C:36]=6[N:35]=[C:34]([CH3:38])[N:33]=5)[CH2:45][C:44]=4[CH:46]=3)[CH:6]=2)(=[O:9])=[O:10])[CH2:12]1, predict the reactants needed to synthesize it. The reactants are: [NH2:1][C:2]1[C:7]([S:8]([N:11]2[CH2:15][CH2:14][C:13]([NH:17]C(=O)OC(C)(C)C)([CH3:16])[CH2:12]2)(=[O:10])=[O:9])=[CH:6][C:5](Br)=[CH:4][N:3]=1.[CH2:26]([C@@H:28]1[CH2:37][C:36]2[N:35]=[C:34]([CH3:38])[N:33]=[C:32]([N:39]3[CH2:45][C:44]4[CH:46]=[C:47](B(O)O)[CH:48]=[CH:49][C:43]=4[O:42][CH2:41][CH2:40]3)[C:31]=2[CH2:30][CH2:29]1)[CH3:27]. (7) The reactants are: [Cl:1][C:2]1[CH:3]=[C:4]([C:9](=[O:14])[C:10]([F:13])([F:12])[F:11])[CH:5]=[C:6]([Cl:8])[CH:7]=1.[CH3:15][N+:16]([O-:18])=[O:17].N1CCCCC1.Cl. Given the product [Cl:1][C:2]1[CH:3]=[C:4]([C:9]([OH:14])([CH2:15][N+:16]([O-:18])=[O:17])[C:10]([F:11])([F:12])[F:13])[CH:5]=[C:6]([Cl:8])[CH:7]=1, predict the reactants needed to synthesize it.